From a dataset of Catalyst prediction with 721,799 reactions and 888 catalyst types from USPTO. Predict which catalyst facilitates the given reaction. (1) Reactant: Cl[C:2]1[C:11]2[C:6](=[CH:7][CH:8]=[C:9]([C:12]([F:15])([F:14])[F:13])[CH:10]=2)[CH:5]=[CH:4][N:3]=1.[NH2:16][CH2:17][C:18]([NH:20][CH:21]1[CH2:24][N:23]([C:25]([O:27][C:28]([CH3:31])([CH3:30])[CH3:29])=[O:26])[CH2:22]1)=[O:19].C([O-])([O-])=O.[Cs+].[Cs+].C1C=CC(P(C2C(C3C(P(C4C=CC=CC=4)C4C=CC=CC=4)=CC=C4C=3C=CC=C4)=C3C(C=CC=C3)=CC=2)C2C=CC=CC=2)=CC=1. Product: [F:13][C:12]([F:15])([F:14])[C:9]1[CH:10]=[C:11]2[C:6]([CH:5]=[CH:4][N:3]=[C:2]2[NH:16][CH2:17][C:18]([NH:20][CH:21]2[CH2:24][N:23]([C:25]([O:27][C:28]([CH3:31])([CH3:30])[CH3:29])=[O:26])[CH2:22]2)=[O:19])=[CH:7][CH:8]=1. The catalyst class is: 718. (2) Reactant: [N:1]1[N:5]2[CH:6]=[CH:7][CH:8]=[CH:9][C:4]2=[C:3]([C:10](=[S:12])[NH2:11])[CH:2]=1.Br[CH:14]([C:20](=O)[C:21]1[CH:26]=[CH:25][CH:24]=[CH:23][CH:22]=1)[C:15]([O:17][CH2:18][CH3:19])=[O:16]. Product: [N:1]1[N:5]2[CH:6]=[CH:7][CH:8]=[CH:9][C:4]2=[C:3]([C:10]2[S:12][C:14]([C:15]([O:17][CH2:18][CH3:19])=[O:16])=[C:20]([C:21]3[CH:26]=[CH:25][CH:24]=[CH:23][CH:22]=3)[N:11]=2)[CH:2]=1. The catalyst class is: 8. (3) Reactant: [Cl:1][C:2]1[CH:7]=[CH:6][C:5]([C:8]2[CH:13]=[CH:12][C:11]([NH:14][C:15](NC3C=CC(OC4C=CN=C(NCCCCN(C)C)N=4)=CC=3C)=[O:16])=[CH:10][C:9]=2[C:40]([F:43])([F:42])[F:41])=[CH:4][CH:3]=1.[NH2:44][C:45]1[CH:65]=[CH:64][C:48]([O:49][C:50]2[CH:55]=[CH:54][N:53]=[C:52]([NH:56][CH2:57][CH2:58][CH2:59][CH2:60][N:61]([CH3:63])[CH3:62])[N:51]=2)=[CH:47][C:46]=1[C:66]([F:69])([F:68])[F:67]. Product: [Cl:1][C:2]1[CH:3]=[CH:4][C:5]([C:8]2[CH:13]=[CH:12][C:11]([NH:14][C:15]([NH:44][C:45]3[CH:65]=[CH:64][C:48]([O:49][C:50]4[CH:55]=[CH:54][N:53]=[C:52]([NH:56][CH2:57][CH2:58][CH2:59][CH2:60][N:61]([CH3:63])[CH3:62])[N:51]=4)=[CH:47][C:46]=3[C:66]([F:68])([F:69])[F:67])=[O:16])=[CH:10][C:9]=2[C:40]([F:41])([F:42])[F:43])=[CH:6][CH:7]=1. The catalyst class is: 61. (4) Reactant: [Br:1][C:2]1[C:3]([Cl:11])=[C:4]2[N:10]=[CH:9][NH:8][C:5]2=[N:6][CH:7]=1.[H-].[Na+].Cl[CH2:15][O:16][CH2:17][CH2:18][Si:19]([CH3:22])([CH3:21])[CH3:20].[Cl-].[Na+]. Product: [Br:1][C:2]1[C:3]([Cl:11])=[C:4]2[N:10]=[CH:9][N:8]([CH2:15][O:16][CH2:17][CH2:18][Si:19]([CH3:22])([CH3:21])[CH3:20])[C:5]2=[N:6][CH:7]=1. The catalyst class is: 9. (5) Reactant: Cl.[CH3:2][O:3][C:4](=[O:11])[CH2:5][CH2:6][CH2:7][CH2:8][CH2:9][NH2:10].[BH-](OC(C)=O)(OC(C)=O)OC(C)=O.[Na+].[C:26]1([CH2:32][CH2:33][CH:34]=O)[CH:31]=[CH:30][CH:29]=[CH:28][CH:27]=1.C(N(CC)CC)C.C([O-])([O-])=O.[Na+].[Na+]. Product: [CH3:2][O:3][C:4](=[O:11])[CH2:5][CH2:6][CH2:7][CH2:8][CH2:9][NH:10][CH2:34][CH2:33][CH2:32][C:26]1[CH:31]=[CH:30][CH:29]=[CH:28][CH:27]=1. The catalyst class is: 4. (6) Reactant: [CH3:1][C:2]1[CH:3]=[C:4]([NH:8][C:9]2[S:10][C:11](/[CH:20]=[CH:21]/[C:22]([O:24][CH3:25])=[O:23])=[C:12]([C:14]3[CH:19]=[CH:18][N:17]=[CH:16][CH:15]=3)[N:13]=2)[CH:5]=[CH:6][CH:7]=1. Product: [CH3:1][C:2]1[CH:3]=[C:4]([NH:8][C:9]2[S:10][C:11]([CH2:20][CH2:21][C:22]([O:24][CH3:25])=[O:23])=[C:12]([C:14]3[CH:19]=[CH:18][N:17]=[CH:16][CH:15]=3)[N:13]=2)[CH:5]=[CH:6][CH:7]=1. The catalyst class is: 579.